This data is from Catalyst prediction with 721,799 reactions and 888 catalyst types from USPTO. The task is: Predict which catalyst facilitates the given reaction. Reactant: [C:1]1([C:14]2[CH:19]=[CH:18][CH:17]=[CH:16][CH:15]=2)[CH:6]=[CH:5][CH:4]=[CH:3][C:2]=1[CH:7]([O:12][CH3:13])[C:8]([O:10]C)=[O:9].O.[OH-].[Li+].C(O)(=O)CC(CC(O)=O)(C(O)=O)O. Product: [C:1]1([C:14]2[CH:19]=[CH:18][CH:17]=[CH:16][CH:15]=2)[CH:6]=[CH:5][CH:4]=[CH:3][C:2]=1[CH:7]([O:12][CH3:13])[C:8]([OH:10])=[O:9]. The catalyst class is: 278.